Dataset: Reaction yield outcomes from USPTO patents with 853,638 reactions. Task: Predict the reaction yield, written as a fraction of the theoretical maximum amount of product (1.0 means a 100% yield; for example, 0.34 means a 34% yield). The reactants are C([N:8]1[CH2:16][CH:15]2[CH:11]([CH2:12][C:13]3[S:19][CH:18]=[CH:17][C:14]=32)[CH2:10][CH2:9]1)C1C=CC=CC=1.C([O-])([O-])=O.[K+].[K+].CC(Cl)OC(Cl)=O. The catalyst is ClC(Cl)C. The product is [S:19]1[C:13]2[CH2:12][CH:11]3[CH:15]([C:14]=2[CH:17]=[CH:18]1)[CH2:16][NH:8][CH2:9][CH2:10]3. The yield is 0.610.